Dataset: Experimentally validated miRNA-target interactions with 360,000+ pairs, plus equal number of negative samples. Task: Binary Classification. Given a miRNA mature sequence and a target amino acid sequence, predict their likelihood of interaction. (1) The miRNA is hsa-miR-3919 with sequence GCAGAGAACAAAGGACUCAGU. The protein sequence of the target gene is MDIGVHVLGSVTSNENESLGLKELIGTKQDRSGFIGEDCLQRSLKLARTTTRAEEEENLSSSVAAAYCKTMSFHQGIPLMRSASPLSSDSRRQEQMLSFSDKPDALDFSKYVGLDNSSNNKNSLSPFLHQIPPPSYFRSSGGYGSGGMMMNMSMQGNFTGVKGPFTLTQWAELEQQALIYKYITANVPVPSSLLISIKKSFYPYGSLPPSSFGWGTFHLGFAGGNMDPEPGRCRRTDGKKWRCSRDAVPDQKYCERHINRGRHRSRKPVEVQSGQNQTAAAASKAVTTPQQPVVAGNTNR.... Result: 0 (no interaction). (2) The miRNA is mmu-miR-466f-3p with sequence CAUACACACACACAUACACAC. The protein sequence of the target gene is MSSLSGKVQTVLGLVEPSQLGRTLTHEHLTMTFDSFYCPPPPCHEVTSKEPIMMKNLFWIQKNPYSHRENLQLNQEVGAIREELLYFKAKGGGALVENTTTGLSRDVHTLKWLAEQTGVHIIAGAGFYVDATHSAATRAMSVEQLTDVLINEILHGADGTSIKCGVIGEIGCSWPLTDSERKILEATAHAQAQLGCPVIIHPGRNPGAPFQIIRILQEAGADISKTVMSHLDRTIFDKKELLEFAQLGCYLEYDLFGTELLNYQLSPDIDMPDDNKRIRRVHFLVDEGYEDRILMAHDIH.... Result: 1 (interaction). (3) The miRNA is gga-let-7i with sequence UGAGGUAGUAGUUUGUGCUGU. The protein sequence of the target gene is MTEETHPDDDSYIVRVKAVVMTRDDSSGGWFPQEGGGISRVGVCKVMHPEGNGRSGFLIHGERQKDKLVVLECYVRKDLVYTKANPTFHHWKVDNRKFGLTFQSPADARAFDRGVRKAIEDLIEGSTTSSSTLHNEAELGDDDVFTTATDSSSNSSQKREPTTRTISSPTSCEHRKIYTLDPYPMDHYHPDQRLPRSYPQVTFPEDDEEIVRINPREKIWMTGYEDYRHAPVRGKYLDTTEDADSYVRFAKGEVPKHEYTYPYVDSSDFGFGEDPKGSVIKTQPPRAKSRRRKENGERSR.... Result: 0 (no interaction). (4) The miRNA is hsa-miR-6510-5p with sequence CAGCAGGGGAGAGAGAGGAGUC. The protein sequence of the target gene is MLRLLASGCARGPGPGVGARPAAGLFHPGRRQSRQASDAPRNQPPSPEFVARPVGVCSMMRLPVQTSPEGLDAAFIGVPLDTGTSNRPGARFGPRRIREESVMLGTVNPSTGALPFQSLMVADLGDVNVNLYNLQDSCRRIQEAYEKIVAAGCIPLTLGGDHTITYPILQAMAKKHGPVGLLHVDAHTDTTDKALGEKLYHGAPFRRCVDEGLLDCKRVVQIGIRGSSTTLDPYRYNRSQGFRVVLAEDCWMKSLVPLMGEVRQQMGGKPIYISFDIDALDPAYAPGTGTPEIAGLTPSQ.... Result: 0 (no interaction).